From a dataset of Reaction yield outcomes from USPTO patents with 853,638 reactions. Predict the reaction yield, written as a fraction of the theoretical maximum amount of product (1.0 means a 100% yield; for example, 0.34 means a 34% yield). (1) The reactants are [F:1][C:2]([F:12])([F:11])[C:3]([CH3:10])([CH3:9])[C:4](=[O:8])[CH2:5][C:6]#[N:7].S(O)(O)(=O)=O.[NH2:18]O.C(=O)([O-])O.[Na+].Cl. The catalyst is CO.O. The product is [F:1][C:2]([F:11])([F:12])[C:3]([C:4]1[O:8][N:7]=[C:6]([NH2:18])[CH:5]=1)([CH3:10])[CH3:9]. The yield is 0.710. (2) The reactants are [S:1]([NH2:5])([NH2:4])(=[O:3])=[O:2].Cl[C:7](Cl)([O:15][C:16]1[CH:21]=[CH:20][CH:19]=[CH:18][CH:17]=1)[O:8][C:9]1[CH:14]=[CH:13][CH:12]=[CH:11][CH:10]=1. The catalyst is C(#N)C. The product is [S:1]([N:5]=[C:7]([O:8][C:9]1[CH:14]=[CH:13][CH:12]=[CH:11][CH:10]=1)[O:15][C:16]1[CH:21]=[CH:20][CH:19]=[CH:18][CH:17]=1)(=[O:3])(=[O:2])[NH2:4]. The yield is 0.960. (3) The reactants are [CH:1]1([C:4]2[CH:5]=[C:6]([NH:11][CH:12]3[CH2:17][CH2:16][N:15]([C@H:18]4[CH2:23][CH2:22][C@H:21]([O:24][CH2:25][CH2:26][CH3:27])[CH2:20][CH2:19]4)[CH2:14][CH2:13]3)[C:7]([NH2:10])=[CH:8][CH:9]=2)[CH2:3][CH2:2]1.C(N(C(C)C)CC)(C)C.[Cl:37][C:38](Cl)([O:40]C(=O)OC(Cl)(Cl)Cl)Cl. The catalyst is ClCCl. The product is [ClH:37].[CH:1]1([C:4]2[CH:9]=[CH:8][C:7]3[NH:10][C:38](=[O:40])[N:11]([CH:12]4[CH2:13][CH2:14][N:15]([C@H:18]5[CH2:23][CH2:22][C@H:21]([O:24][CH2:25][CH2:26][CH3:27])[CH2:20][CH2:19]5)[CH2:16][CH2:17]4)[C:6]=3[CH:5]=2)[CH2:2][CH2:3]1. The yield is 0.810. (4) The reactants are [Br:1][C:2]1[CH:12]=[C:11](/[CH:13]=[CH:14]\[CH:15]([C:20]2[CH:25]=[C:24]([Cl:26])[C:23]([Cl:27])=[C:22]([Cl:28])[CH:21]=2)[C:16]([F:19])([F:18])[F:17])[CH:10]=[CH:9][C:3]=1[C:4]([O:6]CC)=[O:5].I[Si](C)(C)C. The catalyst is CC#N. The product is [Br:1][C:2]1[CH:12]=[C:11](/[CH:13]=[CH:14]\[CH:15]([C:20]2[CH:21]=[C:22]([Cl:28])[C:23]([Cl:27])=[C:24]([Cl:26])[CH:25]=2)[C:16]([F:19])([F:18])[F:17])[CH:10]=[CH:9][C:3]=1[C:4]([OH:6])=[O:5]. The yield is 0.420. (5) The reactants are C1N=CN([C:6](N2C=NC=C2)=[O:7])C=1.[C:13]([C:17]1[CH:21]=[C:20]([NH2:22])[N:19]([C:23]2[CH:28]=[CH:27][C:26]([CH3:29])=[CH:25][CH:24]=2)[N:18]=1)([CH3:16])([CH3:15])[CH3:14].[NH2:30][C:31]1[C:40]2[C:35](=[CH:36][CH:37]=[CH:38][CH:39]=2)[C:34]([O:41][CH2:42][CH2:43][C:44]2[CH:49]=[CH:48][N:47]=[C:46]([NH:50][C:51](=[O:57])[O:52][C:53]([CH3:56])([CH3:55])[CH3:54])[CH:45]=2)=[CH:33][CH:32]=1. The catalyst is C(Cl)Cl.CO. The product is [C:53]([O:52][C:51](=[O:57])[NH:50][C:46]1[CH:45]=[C:44]([CH2:43][CH2:42][O:41][C:34]2[C:35]3[C:40](=[CH:39][CH:38]=[CH:37][CH:36]=3)[C:31]([NH:30][C:6]([NH:22][C:20]3[N:19]([C:23]4[CH:24]=[CH:25][C:26]([CH3:29])=[CH:27][CH:28]=4)[N:18]=[C:17]([C:13]([CH3:16])([CH3:15])[CH3:14])[CH:21]=3)=[O:7])=[CH:32][CH:33]=2)[CH:49]=[CH:48][N:47]=1)([CH3:54])([CH3:56])[CH3:55]. The yield is 0.800. (6) The reactants are [CH3:1][C:2]1([CH3:34])[CH2:10][C:9]2[N:8]([C:11]3[CH:19]=[C:18]([NH:20][C@H:21]4[CH2:26][CH2:25][CH2:24][CH2:23][C@@H:22]4[OH:27])[C:14]([C:15]([NH2:17])=[O:16])=[C:13]([F:28])[CH:12]=3)[N:7]=[C:6]([C:29]([F:32])([F:31])[F:30])[C:5]=2[C:4](=[O:33])[CH2:3]1.Cl.CN(C)CCCN=C=NCC.[C:47]([O:51][C:52]([NH:54][CH2:55][C:56](O)=[O:57])=[O:53])([CH3:50])([CH3:49])[CH3:48]. The catalyst is CN(C)C1C=CN=CC=1.C(Cl)Cl. The product is [C:47]([O:51][C:52]([NH:54][CH2:55][C:56]([O:27][C@H:22]1[CH2:23][CH2:24][CH2:25][CH2:26][C@@H:21]1[NH:20][C:18]1[CH:19]=[C:11]([N:8]2[C:9]3[CH2:10][C:2]([CH3:34])([CH3:1])[CH2:3][C:4](=[O:33])[C:5]=3[C:6]([C:29]([F:31])([F:32])[F:30])=[N:7]2)[CH:12]=[C:13]([F:28])[C:14]=1[C:15](=[O:16])[NH2:17])=[O:57])=[O:53])([CH3:50])([CH3:49])[CH3:48]. The yield is 0.890.